Dataset: Retrosynthesis with 50K atom-mapped reactions and 10 reaction types from USPTO. Task: Predict the reactants needed to synthesize the given product. (1) Given the product O=[N+]([O-])c1cc2c(NCc3ccccc3)nc(Cl)nc2s1, predict the reactants needed to synthesize it. The reactants are: NCc1ccccc1.O=[N+]([O-])c1cc2c(Cl)nc(Cl)nc2s1. (2) The reactants are: CCCCCCCCCCCCCCCC(=O)OC(CCCCCCCCCCCCCCC)CC(=O)NCC(=O)O.N[C@@H](Cc1ccccc1)C(=O)O. Given the product CCCCCCCCCCCCCCCC(=O)OC(CCCCCCCCCCCCCCC)CC(=O)NCC(=O)N[C@@H](Cc1ccccc1)C(=O)O, predict the reactants needed to synthesize it. (3) Given the product Cc1cc2c(c3c1NC(=O)CC3)OC(CO)C2, predict the reactants needed to synthesize it. The reactants are: Cc1cc2c(c3ccc(=O)[nH]c13)OC(CO)C2. (4) The reactants are: Cn1nnnc1Cl.O=C(CCCS)c1ccccn1. Given the product Cn1nnnc1SCCCC(=O)c1ccccn1, predict the reactants needed to synthesize it. (5) Given the product Cc1c(Cc2sc3c(c2C(=O)N2C[C@](C)(O)CO2)c(=O)n(C)c(=O)n3C(C)C)c(C(F)(F)F)nn1-c1ncccn1, predict the reactants needed to synthesize it. The reactants are: Brc1ncccn1.Cc1[nH]nc(C(F)(F)F)c1Cc1sc2c(c1C(=O)N1C[C@](C)(O)CO1)c(=O)n(C)c(=O)n2C(C)C.